From a dataset of Full USPTO retrosynthesis dataset with 1.9M reactions from patents (1976-2016). Predict the reactants needed to synthesize the given product. (1) The reactants are: [C:1]([O:5][C:6]([NH:8][CH2:9][CH:10]([S:17]([OH:20])(=[O:19])=[O:18])[CH2:11][C:12]([O:14]CC)=[O:13])=[O:7])([CH3:4])([CH3:3])[CH3:2].O.[OH-].[Li+]. Given the product [C:1]([O:5][C:6]([NH:8][CH2:9][CH:10]([S:17]([OH:20])(=[O:18])=[O:19])[CH2:11][C:12]([OH:14])=[O:13])=[O:7])([CH3:4])([CH3:2])[CH3:3], predict the reactants needed to synthesize it. (2) Given the product [F:13][C:14]1[CH:15]=[N:16][C:17]([O:29][C:30]2[CH:35]=[CH:34][CH:33]=[C:32]([S:36][CH3:37])[CH:31]=2)=[C:18]([CH:28]=1)[C:19]([NH:21][CH:22]1[CH2:23][CH2:24][N:25]([C:4](=[O:6])[C:3]2[CH:7]=[CH:8][C:9]([O:11][CH3:12])=[CH:10][C:2]=2[OH:1])[CH2:26][CH2:27]1)=[O:20], predict the reactants needed to synthesize it. The reactants are: [OH:1][C:2]1[CH:10]=[C:9]([O:11][CH3:12])[CH:8]=[CH:7][C:3]=1[C:4]([OH:6])=O.[F:13][C:14]1[CH:15]=[N:16][C:17]([O:29][C:30]2[CH:35]=[CH:34][CH:33]=[C:32]([S:36][CH3:37])[CH:31]=2)=[C:18]([CH:28]=1)[C:19]([NH:21][CH:22]1[CH2:27][CH2:26][NH:25][CH2:24][CH2:23]1)=[O:20].ON1C2C=CC=CC=2N=N1.CN1CCOCC1.Cl.CN(C)CCCN=C=NCC. (3) The reactants are: [Mg].II.Br[CH2:5][CH2:6]Br.Br[C:9]1[CH:14]=[CH:13][C:12]([CH3:15])=[CH:11][CH:10]=1.[P:16]([O-:23])(OCC)OCC.Cl. Given the product [C:5]1([CH3:6])[CH:13]=[CH:14][C:9]([PH:16](=[O:23])[C:9]2[CH:14]=[CH:13][C:12]([CH3:15])=[CH:11][CH:10]=2)=[CH:10][CH:11]=1, predict the reactants needed to synthesize it. (4) The reactants are: C(N(CC)CC)C.[NH2:8][N:9]1[CH:13]=[CH:12][CH:11]=[C:10]1[C:14]([NH2:16])=[O:15].[Br:17][C:18]1[CH:26]=[CH:25][C:21]([C:22](Cl)=[O:23])=[CH:20][CH:19]=1. Given the product [Br:17][C:18]1[CH:26]=[CH:25][C:21]([C:22]([NH:8][N:9]2[CH:13]=[CH:12][CH:11]=[C:10]2[C:14]([NH2:16])=[O:15])=[O:23])=[CH:20][CH:19]=1, predict the reactants needed to synthesize it. (5) The reactants are: O[C:2]1[C:3]2[C:16]3[CH2:17][CH2:18][CH2:19][CH2:20][C:15]=3[S:14][C:4]=2[N:5]=[C:6]([CH2:8][C:9]([O:11][CH2:12][CH3:13])=[O:10])[N:7]=1.P(Cl)(Cl)([Cl:23])=O. Given the product [Cl:23][C:2]1[C:3]2[C:16]3[CH2:17][CH2:18][CH2:19][CH2:20][C:15]=3[S:14][C:4]=2[N:5]=[C:6]([CH2:8][C:9]([O:11][CH2:12][CH3:13])=[O:10])[N:7]=1, predict the reactants needed to synthesize it. (6) Given the product [CH:1]1([NH:4][C:5]2[C:10]([CH2:11][NH:12][C:13]3[C:18]([F:19])=[C:17]([O:20][CH3:21])[CH:16]=[C:15]([O:22][CH3:23])[C:14]=3[F:24])=[CH:9][N:8]=[C:7]([S:25][CH3:26])[N:6]=2)[CH2:3][CH2:2]1, predict the reactants needed to synthesize it. The reactants are: [CH:1]1([NH:4][C:5]2[C:10]([CH:11]=[N:12][C:13]3[C:18]([F:19])=[C:17]([O:20][CH3:21])[CH:16]=[C:15]([O:22][CH3:23])[C:14]=3[F:24])=[CH:9][N:8]=[C:7]([S:25][CH3:26])[N:6]=2)[CH2:3][CH2:2]1.[H-].[H-].[H-].[H-].[Li+].[Al+3].